The task is: Predict the product of the given reaction.. This data is from Forward reaction prediction with 1.9M reactions from USPTO patents (1976-2016). (1) Given the reactants [CH:1]1([C:4]2[C:5]([N:24]([C:29]3[CH:34]=[CH:33][C:32]([N+:35]([O-])=O)=[CH:31][C:30]=3[F:38])[S:25]([CH3:28])(=[O:27])=[O:26])=[CH:6][C:7]3[O:11][C:10]([C:12]4[CH:17]=[CH:16][C:15]([F:18])=[CH:14][CH:13]=4)=[C:9]([C:19]([NH:21][CH3:22])=[O:20])[C:8]=3[CH:23]=2)[CH2:3][CH2:2]1.O.O.[Sn](Cl)Cl, predict the reaction product. The product is: [NH2:35][C:32]1[CH:33]=[CH:34][C:29]([N:24]([C:5]2[C:4]([CH:1]3[CH2:3][CH2:2]3)=[CH:23][C:8]3[C:9]([C:19]([NH:21][CH3:22])=[O:20])=[C:10]([C:12]4[CH:13]=[CH:14][C:15]([F:18])=[CH:16][CH:17]=4)[O:11][C:7]=3[CH:6]=2)[S:25]([CH3:28])(=[O:27])=[O:26])=[C:30]([F:38])[CH:31]=1. (2) Given the reactants CN(C)[CH:3]=[CH:4][C:5]([C:7]1[S:11][C:10]([N:12]=CN(C)C)=[N:9][C:8]=1[CH3:17])=O.[N:19]1([C:25]2[CH:30]=[CH:29][C:28]([NH:31][C:32]([NH2:34])=[NH:33])=[CH:27][CH:26]=2)[CH2:24][CH2:23][S:22][CH2:21][CH2:20]1, predict the reaction product. The product is: [NH2:12][C:10]1[S:11][C:7]([C:5]2[CH:4]=[CH:3][N:34]=[C:32]([NH:31][C:28]3[CH:27]=[CH:26][C:25]([N:19]4[CH2:24][CH2:23][S:22][CH2:21][CH2:20]4)=[CH:30][CH:29]=3)[N:33]=2)=[C:8]([CH3:17])[N:9]=1. (3) Given the reactants [CH3:1][C:2]1[CH:7]=[CH:6][NH:5][C:4](=[O:8])[CH:3]=1.[C:9](=O)([O-])[O-].[K+].[K+].IC.O, predict the reaction product. The product is: [CH3:9][N:5]1[CH:6]=[CH:7][C:2]([CH3:1])=[CH:3][C:4]1=[O:8]. (4) Given the reactants C(N(CC)CC)C.Br[C:9]1[CH:10]=[C:11]([C@:15]([C@@H:23]2[CH2:28][CH2:27][CH2:26][N:25]([C:29]([NH:31][C@H:32]([CH2:40][N:41]([CH3:51])[C:42]([O:44][CH2:45][CH2:46][Si:47]([CH3:50])([CH3:49])[CH3:48])=[O:43])[CH2:33][CH:34]3[CH2:39][CH2:38][CH2:37][CH2:36][CH2:35]3)=[O:30])[CH2:24]2)([OH:22])[CH2:16][CH2:17][CH2:18][CH2:19][O:20][CH3:21])[CH:12]=[CH:13][CH:14]=1.[C]=O, predict the reaction product. The product is: [CH:34]1([CH2:33][C@H:32]([NH:31][C:29]([N:25]2[CH2:26][CH2:27][CH2:28][C@@H:23]([C@@:15]([C:11]3[CH:10]=[C:9]([CH:14]=[CH:13][CH:12]=3)[C:42]([O:44][CH3:45])=[O:43])([OH:22])[CH2:16][CH2:17][CH2:18][CH2:19][O:20][CH3:21])[CH2:24]2)=[O:30])[CH2:40][N:41]([CH3:51])[C:42]([O:44][CH2:45][CH2:46][Si:47]([CH3:48])([CH3:50])[CH3:49])=[O:43])[CH2:39][CH2:38][CH2:37][CH2:36][CH2:35]1. (5) Given the reactants C([Mg]Cl)(C)C.Br[C:7]1[C:8]([C:28]([F:31])([F:30])[F:29])=[N:9][N:10]([CH:22]2[CH2:27][CH2:26][CH2:25][CH2:24][CH2:23]2)[C:11]=1[C:12]1[CH:13]=[CH:14][C:15]2[O:20][CH2:19][CH2:18][CH2:17][C:16]=2[CH:21]=1.Cl[C:33](=[O:39])[C:34]([O:36][CH2:37][CH3:38])=[O:35], predict the reaction product. The product is: [CH:22]1([N:10]2[C:11]([C:12]3[CH:13]=[CH:14][C:15]4[O:20][CH2:19][CH2:18][CH2:17][C:16]=4[CH:21]=3)=[C:7]([C:33](=[O:39])[C:34]([O:36][CH2:37][CH3:38])=[O:35])[C:8]([C:28]([F:31])([F:30])[F:29])=[N:9]2)[CH2:27][CH2:26][CH2:25][CH2:24][CH2:23]1.